Dataset: Catalyst prediction with 721,799 reactions and 888 catalyst types from USPTO. Task: Predict which catalyst facilitates the given reaction. Product: [Br-:35].[F:24][C:11]([C:12]1[CH:17]=[CH:16][CH:15]=[CH:14][CH:13]=1)([C:18]1[CH:23]=[CH:22][CH:21]=[CH:20][CH:19]=1)[C:10]([O:9][C@@H:3]1[CH:4]2[CH2:5][CH2:6][N+:1]([CH2:34][C:33]([O:32][C:26]3[CH:31]=[CH:30][CH:29]=[CH:28][CH:27]=3)=[O:36])([CH2:8][CH2:7]2)[CH2:2]1)=[O:25]. Reactant: [N:1]12[CH2:8][CH2:7][CH:4]([CH2:5][CH2:6]1)[C@@H:3]([O:9][C:10](=[O:25])[C:11]([F:24])([C:18]1[CH:23]=[CH:22][CH:21]=[CH:20][CH:19]=1)[C:12]1[CH:17]=[CH:16][CH:15]=[CH:14][CH:13]=1)[CH2:2]2.[C:26]1([O:32][C:33](=[O:36])[CH2:34][Br:35])[CH:31]=[CH:30][CH:29]=[CH:28][CH:27]=1. The catalyst class is: 16.